Dataset: Forward reaction prediction with 1.9M reactions from USPTO patents (1976-2016). Task: Predict the product of the given reaction. Given the reactants Cl[CH2:2][CH2:3][CH:4]1[CH2:8][N:7]([CH2:9][CH3:10])[C:6](=[O:11])[C:5]1([C:18]1[CH:23]=[CH:22][CH:21]=[CH:20][CH:19]=1)[C:12]1[CH:17]=[CH:16][CH:15]=[CH:14][CH:13]=1.[NH:24]1[CH2:29][CH2:28][O:27][CH2:26][CH2:25]1, predict the reaction product. The product is: [CH2:9]([N:7]1[CH2:8][CH:4]([CH2:3][CH2:2][N:24]2[CH2:29][CH2:28][O:27][CH2:26][CH2:25]2)[C:5]([C:18]2[CH:23]=[CH:22][CH:21]=[CH:20][CH:19]=2)([C:12]2[CH:17]=[CH:16][CH:15]=[CH:14][CH:13]=2)[C:6]1=[O:11])[CH3:10].